Dataset: Cav3 T-type calcium channel HTS with 100,875 compounds. Task: Binary Classification. Given a drug SMILES string, predict its activity (active/inactive) in a high-throughput screening assay against a specified biological target. The drug is Clc1c(NC(=S)NCc2cc3c4c([nH]c3cc2)CCCC4)cccc1. The result is 0 (inactive).